Predict the reactants needed to synthesize the given product. From a dataset of Full USPTO retrosynthesis dataset with 1.9M reactions from patents (1976-2016). (1) Given the product [Br:1][C:2]1[CH:7]=[CH:6][C:5]([CH:8]([CH2:31][C:28]2[CH:29]=[CH:30][C:25]([O:24][CH2:23][CH2:22][O:21][C:14]3[C:15]([Cl:20])=[CH:16][C:17]([CH3:19])=[CH:18][C:13]=3[Cl:12])=[CH:26][CH:27]=2)[C:9]#[N:10])=[C:4]([F:11])[CH:3]=1, predict the reactants needed to synthesize it. The reactants are: [Br:1][C:2]1[CH:7]=[CH:6][C:5]([CH2:8][C:9]#[N:10])=[C:4]([F:11])[CH:3]=1.[Cl:12][C:13]1[CH:18]=[C:17]([CH3:19])[CH:16]=[C:15]([Cl:20])[C:14]=1[O:21][CH2:22][CH2:23][O:24][C:25]1[CH:30]=[CH:29][C:28]([CH2:31]I)=[CH:27][CH:26]=1. (2) Given the product [C:18]([CH:15]1[CH2:16][CH2:17][N:12]([CH2:11][CH2:10][C@H:7]2[CH2:8][CH2:9][C@H:4]([NH:3][C:26](=[O:28])[CH3:27])[CH2:5][CH2:6]2)[CH2:13][CH2:14]1)(=[O:19])[C:20]1[CH:25]=[CH:24][CH:23]=[CH:22][CH:21]=1, predict the reactants needed to synthesize it. The reactants are: Cl.Cl.[NH2:3][C@H:4]1[CH2:9][CH2:8][C@H:7]([CH2:10][CH2:11][N:12]2[CH2:17][CH2:16][CH:15]([C:18]([C:20]3[CH:25]=[CH:24][CH:23]=[CH:22][CH:21]=3)=[O:19])[CH2:14][CH2:13]2)[CH2:6][CH2:5]1.[C:26](O)(=[O:28])[CH3:27].